Task: Predict the reactants needed to synthesize the given product.. Dataset: Full USPTO retrosynthesis dataset with 1.9M reactions from patents (1976-2016) (1) Given the product [CH3:1][O:2][C:3]([C:5]1([C:9]2[CH:14]=[CH:13][C:12]([NH:15][C:16]3[C:21]4[CH2:22][CH2:23][CH2:24][C:20]=4[N:19]=[C:18]([N:31]4[CH2:32][CH2:33][C:28]([F:34])([F:27])[CH2:29][CH2:30]4)[N:17]=3)=[CH:11][CH:10]=2)[CH2:8][CH2:7][CH2:6]1)=[O:4], predict the reactants needed to synthesize it. The reactants are: [CH3:1][O:2][C:3]([C:5]1([C:9]2[CH:14]=[CH:13][C:12]([NH:15][C:16]3[C:21]4[CH2:22][CH2:23][CH2:24][C:20]=4[N:19]=[C:18](Cl)[N:17]=3)=[CH:11][CH:10]=2)[CH2:8][CH2:7][CH2:6]1)=[O:4].Cl.[F:27][C:28]1([F:34])[CH2:33][CH2:32][NH:31][CH2:30][CH2:29]1.C(N(C(C)C)CC)(C)C.CCOCC. (2) Given the product [CH2:1]([O:3][C:4](=[O:16])[CH:5]([C:7]1[CH:12]=[CH:11][C:10]([S:13][CH3:14])=[C:9]([Cl:15])[CH:8]=1)[OH:6])[CH3:2], predict the reactants needed to synthesize it. The reactants are: [CH2:1]([O:3][C:4](=[O:16])[C:5]([C:7]1[CH:12]=[CH:11][C:10]([S:13][CH3:14])=[C:9]([Cl:15])[CH:8]=1)=[O:6])[CH3:2].[BH4-].[Na+]. (3) Given the product [ClH:56].[ClH:56].[CH3:55][N:53]([CH2:52][C:51]1[N:2]=[C:1]([C:3]2[CH:4]=[C:5]3[C:9](=[CH:10][CH:11]=2)[NH:8][N:7]=[C:6]3[C:18]2[CH:19]=[C:20]([C:21]([NH:32][C:31]3[CH:33]=[CH:34][C:28]([F:27])=[CH:29][CH:30]=3)=[O:22])[CH:24]=[CH:25][CH:26]=2)[NH:42][N:41]=1)[CH3:54].[CH3:9][N:8]([CH:12]=[O:13])[CH3:35], predict the reactants needed to synthesize it. The reactants are: [C:1]([C:3]1[CH:4]=[C:5]2[C:9](=[CH:10][CH:11]=1)[N:8]([CH:12]1CCCC[O:13]1)[N:7]=[C:6]2[C:18]1[CH:19]=[C:20]([CH:24]=[CH:25][CH:26]=1)[C:21](O)=[O:22])#[N:2].[F:27][C:28]1[CH:34]=[CH:33][C:31]([NH2:32])=[CH:30][CH:29]=1.[CH:35]1C=CC2N(O)[N:42]=[N:41]C=2C=1.CCN=C=NC[CH2:51][CH2:52][N:53]([CH3:55])[CH3:54].[ClH:56]. (4) Given the product [OH:3][C:2]([C:4]([F:7])([F:6])[F:5])=[O:1].[NH2:84][C@H:74]([C:63]1[C:62]([C:51]2[C:52]3[N:53]([C:54]([NH:57][S:58]([CH3:61])(=[O:60])=[O:59])=[N:55][N:56]=3)[C:48]([Cl:47])=[CH:49][CH:50]=2)=[CH:67][CH:66]=[C:65]([C:68]#[C:69][C:70]([OH:73])([CH3:71])[CH3:72])[N:64]=1)[CH2:75][C:76]1[CH:81]=[C:80]([F:82])[CH:79]=[C:78]([F:83])[CH:77]=1, predict the reactants needed to synthesize it. The reactants are: [OH:1][C:2]([C:4]([F:7])([F:6])[F:5])=[O:3].N[C@H](C1C(C2C=CC(Cl)=C3C=2N(C)N=C3NS(C)(=O)=O)=CC=C(C#CC(O)(C)C)N=1)CC1C=C(F)C=C(F)C=1.[Cl:47][C:48]1[N:53]2[C:54]([NH:57][S:58]([CH3:61])(=[O:60])=[O:59])=[N:55][N:56]=[C:52]2[C:51]([C:62]2[C:63]([C@@H:74]([NH:84]C(=O)OC(C)(C)C)[CH2:75][C:76]3[CH:81]=[C:80]([F:82])[CH:79]=[C:78]([F:83])[CH:77]=3)=[N:64][C:65]([C:68]#[C:69][C:70]([OH:73])([CH3:72])[CH3:71])=[CH:66][CH:67]=2)=[CH:50][CH:49]=1.